From a dataset of Peptide-MHC class II binding affinity with 134,281 pairs from IEDB. Regression. Given a peptide amino acid sequence and an MHC pseudo amino acid sequence, predict their binding affinity value. This is MHC class II binding data. (1) The peptide sequence is GELQSVDKIDAAFKI. The MHC is DRB1_0101 with pseudo-sequence DRB1_0101. The binding affinity (normalized) is 0.358. (2) The peptide sequence is LTWIGLNSKNTSMSF. The MHC is DRB1_0802 with pseudo-sequence DRB1_0802. The binding affinity (normalized) is 0.472. (3) The peptide sequence is LTQPLQQVTSLFSQV. The MHC is DRB1_0404 with pseudo-sequence DRB1_0404. The binding affinity (normalized) is 0.685. (4) The peptide sequence is KKKKLALYLLLALSLAS. The MHC is DRB1_0404 with pseudo-sequence DRB1_0404. The binding affinity (normalized) is 0.507.